From a dataset of Reaction yield outcomes from USPTO patents with 853,638 reactions. Predict the reaction yield, written as a fraction of the theoretical maximum amount of product (1.0 means a 100% yield; for example, 0.34 means a 34% yield). (1) The reactants are Br[C:2]1[C:7]([O:8][CH3:9])=[CH:6][C:5]([NH2:10])=[CH:4][C:3]=1[O:11][CH3:12].C1(B(O)O)C=CC=CC=1.O1CCOB1[C:27]1[CH:28]=[N:29][CH:30]=[CH:31][CH:32]=1. The yield is 0.720. No catalyst specified. The product is [CH3:12][O:11][C:3]1[CH:4]=[C:5]([NH2:10])[CH:6]=[C:7]([O:8][CH3:9])[C:2]=1[C:27]1[CH:28]=[N:29][CH:30]=[CH:31][CH:32]=1. (2) The reactants are [Cl:1][C:2]1[CH:7]=[CH:6][C:5]([OH:8])=[C:4](I)[CH:3]=1.C([Si]([O:17][CH2:18][C:19]#[C:20][Si](C(C)(C)C)(C)C)(C)C)(C)(C)C.[Li+].[Cl-].C([O-])([O-])=O.[Na+].[Na+].CCCC[N+](CCCC)(CCCC)CCCC.[F-]. The catalyst is CN(C=O)C.C1COCC1. The product is [Cl:1][C:2]1[CH:7]=[CH:6][C:5]2[O:8][CH:20]=[C:19]([CH2:18][OH:17])[C:4]=2[CH:3]=1. The yield is 0.990. (3) The reactants are [CH2:1]([O:8][C:9]1[CH:17]=[C:16]([O:18][CH2:19][C:20]2[CH:25]=[CH:24][CH:23]=[CH:22][CH:21]=2)[C:15]([CH:26]([CH3:28])[CH3:27])=[CH:14][C:10]=1[C:11](O)=[O:12])[C:2]1[CH:7]=[CH:6][CH:5]=[CH:4][CH:3]=1.C(Cl)(=O)C(Cl)=O.[CH2:35]1[N:40]([C:41]2[CH:46]=[CH:45][C:44]([NH2:47])=[CH:43][CH:42]=2)[CH2:39][CH2:38][O:37][CH2:36]1.C(=O)([O-])O.[Na+]. The catalyst is O1CCCC1.N1C=CC=CC=1.CN(C)C=O.ClCCl. The product is [CH2:1]([O:8][C:9]1[CH:17]=[C:16]([O:18][CH2:19][C:20]2[CH:25]=[CH:24][CH:23]=[CH:22][CH:21]=2)[C:15]([CH:26]([CH3:27])[CH3:28])=[CH:14][C:10]=1[C:11]([NH:47][C:44]1[CH:43]=[CH:42][C:41]([N:40]2[CH2:35][CH2:36][O:37][CH2:38][CH2:39]2)=[CH:46][CH:45]=1)=[O:12])[C:2]1[CH:7]=[CH:6][CH:5]=[CH:4][CH:3]=1. The yield is 0.870. (4) The reactants are [Cl:1][C:2]1[CH:7]=[C:6]([CH:8]2[CH2:10][CH2:9]2)[CH:5]=[C:4]([CH3:11])[C:3]=1[N:12]=[C:13]=[S:14].Cl.[NH2:16][NH:17][C:18](N)=[NH:19].C(N(C(C)C)CC)(C)C. The catalyst is CN(C)C=O. The product is [NH2:19][C:18]1[N:12]([C:3]2[C:4]([CH3:11])=[CH:5][C:6]([CH:8]3[CH2:9][CH2:10]3)=[CH:7][C:2]=2[Cl:1])[C:13]([SH:14])=[N:16][N:17]=1. The yield is 0.660. (5) The reactants are [C:1]([C:5]1[CH:10]=[CH:9][C:8]([S:11]([NH:14][C:15]2[CH:16]=[C:17]3[C:21](=[CH:22][CH:23]=2)[NH:20][C:19]([C:24](O)=[O:25])=[C:18]3[C:27]2[CH:32]=[CH:31][CH:30]=[C:29]([CH3:33])[CH:28]=2)(=[O:13])=[O:12])=[CH:7][CH:6]=1)([CH3:4])([CH3:3])[CH3:2].[NH2:34][CH2:35][CH2:36][N:37]1[CH2:42][CH2:41][O:40][CH2:39][CH2:38]1. The catalyst is ClCCl.CO. The product is [N:37]1([CH2:36][CH2:35][NH:34][C:24]([C:19]2[NH:20][C:21]3[C:17]([C:18]=2[C:27]2[CH:32]=[CH:31][CH:30]=[C:29]([CH3:33])[CH:28]=2)=[CH:16][C:15]([NH:14][S:11]([C:8]2[CH:7]=[CH:6][C:5]([C:1]([CH3:3])([CH3:4])[CH3:2])=[CH:10][CH:9]=2)(=[O:12])=[O:13])=[CH:23][CH:22]=3)=[O:25])[CH2:42][CH2:41][O:40][CH2:39][CH2:38]1. The yield is 0.490.